From a dataset of Catalyst prediction with 721,799 reactions and 888 catalyst types from USPTO. Predict which catalyst facilitates the given reaction. (1) Reactant: [CH:1]([N:4]1[CH2:9][CH2:8][N:7]([C:10]([C:12]2[CH:13]=[C:14]3[C:18](=[CH:19][CH:20]=2)[NH:17][C:16]([C:21]([OH:23])=O)=[CH:15]3)=[O:11])[CH2:6][CH2:5]1)([CH3:3])[CH3:2].Cl.F[B-](F)(F)F.N1(OC(N(C)C)=[N+](C)C)C2C=CC=CC=2N=N1.[F:47][C:48]([F:56])([F:55])[CH:49]1[CH2:54][CH2:53][NH:52][CH2:51][CH2:50]1.C(N(CC)C(C)C)(C)C. Product: [CH:1]([N:4]1[CH2:5][CH2:6][N:7]([C:10]([C:12]2[CH:13]=[C:14]3[C:18](=[CH:19][CH:20]=2)[NH:17][C:16]([C:21]([N:52]2[CH2:53][CH2:54][CH:49]([C:48]([F:56])([F:55])[F:47])[CH2:50][CH2:51]2)=[O:23])=[CH:15]3)=[O:11])[CH2:8][CH2:9]1)([CH3:3])[CH3:2]. The catalyst class is: 9. (2) Reactant: [CH:1]1([N:5]2[CH2:23][CH2:22][C:8]3([CH2:13][CH2:12][N:11]([C:14]4[CH:21]=[CH:20][CH:19]=[CH:18][C:15]=4C=O)[CH2:10][CH2:9]3)[CH2:7][CH2:6]2)[CH2:4][CH2:3][CH2:2]1.[CH3:24][CH:25]1[CH2:29][CH2:28][CH2:27][NH:26]1.[BH-](OC(C)=O)(OC(C)=O)O[C:32](C)=O.[Na+]. Product: [CH:1]1([N:5]2[CH2:6][CH2:7][C:8]3([CH2:9][CH2:10][N:11]([C:14]4[CH:21]=[CH:20][C:19]([CH2:32][N:26]5[CH2:27][CH2:28][CH2:29][CH:25]5[CH3:24])=[CH:18][CH:15]=4)[CH2:12][CH2:13]3)[CH2:22][CH2:23]2)[CH2:4][CH2:3][CH2:2]1. The catalyst class is: 2. (3) Reactant: [C:1]([C:5]1[CH:6]=[C:7]([NH:11][C:12]2[CH:17]=[CH:16][N:15]3[N:18]=[CH:19][C:20]([CH:21]=O)=[C:14]3[N:13]=2)[CH:8]=[CH:9][CH:10]=1)([CH3:4])([CH3:3])[CH3:2].S1[CH2:27][C:26](=[O:28])[NH:25][C:24]1=[O:29].[NH:30]1CCCCC1. Product: [C:1]([C:5]1[CH:6]=[C:7]([NH:11][C:12]2[CH:17]=[CH:16][N:15]3[N:18]=[CH:19][C:20]([CH:21]=[C:27]4[NH:30][C:24](=[O:29])[NH:25][C:26]4=[O:28])=[C:14]3[N:13]=2)[CH:8]=[CH:9][CH:10]=1)([CH3:3])([CH3:4])[CH3:2]. The catalyst class is: 14. (4) Reactant: C([O:8][C:9]1[CH:28]=[CH:27][C:12]([O:13][C:14]2[C:22]([CH3:23])=[CH:21][C:20]([N+:24]([O-])=O)=[C:19]3[C:15]=2[CH2:16][CH2:17][CH2:18]3)=[CH:11][C:10]=1[CH2:29][C:30]1[CH:35]=[CH:34][C:33]([F:36])=[CH:32][CH:31]=1)C1C=CC=CC=1. Product: [NH2:24][C:20]1[CH:21]=[C:22]([CH3:23])[C:14]([O:13][C:12]2[CH:27]=[CH:28][C:9]([OH:8])=[C:10]([CH2:29][C:30]3[CH:31]=[CH:32][C:33]([F:36])=[CH:34][CH:35]=3)[CH:11]=2)=[C:15]2[C:19]=1[CH2:18][CH2:17][CH2:16]2. The catalyst class is: 45. (5) Reactant: [F:1][C:2]1[CH:3]=[CH:4][C:5]([O:26]C)=[C:6]2[C:10]=1[N:9]([C:11]1[CH:16]=[CH:15][C:14]([O:17]CC3C=CC=CC=3)=[C:13]([F:25])[CH:12]=1)[N:8]=[CH:7]2. Product: [F:1][C:2]1[C:10]2[N:9]([C:11]3[CH:16]=[CH:15][C:14]([OH:17])=[C:13]([F:25])[CH:12]=3)[N:8]=[CH:7][C:6]=2[C:5]([OH:26])=[CH:4][CH:3]=1. The catalyst class is: 201. (6) Reactant: [Cl:1][C:2]1[CH:3]=[C:4]([C@H:9]2[C@H:15]([C@@H:16]([OH:19])[CH2:17][OH:18])[O:14][CH2:13][CH2:12][N:11](C(OC(C)(C)C)=O)[CH2:10]2)[CH:5]=[CH:6][C:7]=1[Cl:8].Cl.C(O)C. Product: [ClH:1].[Cl:1][C:2]1[CH:3]=[C:4]([C@H:9]2[C@H:15]([C@@H:16]([OH:19])[CH2:17][OH:18])[O:14][CH2:13][CH2:12][NH:11][CH2:10]2)[CH:5]=[CH:6][C:7]=1[Cl:8]. The catalyst class is: 8.